From a dataset of Full USPTO retrosynthesis dataset with 1.9M reactions from patents (1976-2016). Predict the reactants needed to synthesize the given product. (1) The reactants are: [NH:1]1[C:9]2[C:4](=[CH:5][CH:6]=[CH:7][CH:8]=2)[CH:3]=[C:2]1[C:10]([O:12][CH2:13][CH3:14])=[O:11].[C:15]1(=[O:21])[CH2:20][CH2:19][CH2:18][CH:17]=[CH:16]1.FC(F)(F)S([O-])(=O)=O.[Bi+3].FC(F)(F)S([O-])(=O)=O.FC(F)(F)S([O-])(=O)=O. Given the product [O:21]=[C:15]1[CH2:20][CH2:19][CH2:18][CH:17]([C:3]2[C:4]3[C:9](=[CH:8][CH:7]=[CH:6][CH:5]=3)[NH:1][C:2]=2[C:10]([O:12][CH2:13][CH3:14])=[O:11])[CH2:16]1, predict the reactants needed to synthesize it. (2) Given the product [CH3:13][C:11]1[CH:10]=[C:4]([CH:3]=[C:2]([O:1][CH2:20][C:21]([F:24])([F:23])[F:22])[N:12]=1)[C:5]([O:7][CH2:8][CH3:9])=[O:6], predict the reactants needed to synthesize it. The reactants are: [OH:1][C:2]1[CH:3]=[C:4]([CH:10]=[C:11]([CH3:13])[N:12]=1)[C:5]([O:7][CH2:8][CH3:9])=[O:6].FC(F)(F)S(O[CH2:20][C:21]([F:24])([F:23])[F:22])(=O)=O. (3) Given the product [O:25]=[S:1]1[CH2:2][CH:3]=[C:4]([C:7]2[CH:12]=[CH:11][C:10]([N:13]3[CH2:17][C@H:16]([CH2:18][N:19]=[N+:20]=[N-:21])[O:15][C:14]3=[O:22])=[CH:9][C:8]=2[F:23])[CH2:5][CH2:6]1, predict the reactants needed to synthesize it. The reactants are: [S:1]1[CH2:6][CH:5]=[C:4]([C:7]2[CH:12]=[CH:11][C:10]([N:13]3[CH2:17][C@H:16]([CH2:18][N:19]=[N+:20]=[N-:21])[O:15][C:14]3=[O:22])=[CH:9][C:8]=2[F:23])[CH2:3][CH2:2]1.I([O-])(=O)(=O)=[O:25].[Na+]. (4) Given the product [CH:78]1[C:76]([OH:77])=[CH:75][C:74]2[O:73][C:69]3[C:68](=[N+:81]([O-:82])[C:80]=2[CH:79]=1)[CH:67]=[CH:66][C:71](=[O:72])[CH:70]=3.[CH:78]1[C:76]([OH:77])=[CH:75][C:74]2[O:73][C:69]3[C:68](=[N:81][C:80]=2[CH:79]=1)[CH:67]=[CH:66][C:71](=[O:72])[CH:70]=3, predict the reactants needed to synthesize it. The reactants are: [Na+].[Cl-].[Mg+2].[Cl-].[Cl-].C(O)C(N)(CO)CO.SCCO.C1N=C(N)C2N=CN([C@@H]3O[C@H](COP(OP(OC[C@H]4O[C@@H](N5C=C(C(N)=O)CC=C5)[C@H](O)[C@@H]4O)(O)=O)(O)=O)[C@@H](O)[C@H]3OP(O)(O)=O)C=2N=1.[CH:66]1[C:71]([OH:72])=[CH:70][C:69]2[O:73][C:74]3[C:80](=[N+:81]([O-:82])[C:68]=2[CH:67]=1)[CH:79]=[CH:78][C:76](=[O:77])[CH:75]=3. (5) Given the product [C:12]([O:16][C:17]([N:19]1[CH2:20][CH2:21][N:22]([C:25]2[N:33]([CH:34]=[C:35]=[CH2:36])[C:32]3[C:31](=[O:37])[N:30]([CH3:38])[C:29](=[O:39])[N:28]([CH3:40])[C:27]=3[N:26]=2)[CH2:23][CH2:24]1)=[O:18])([CH3:15])([CH3:14])[CH3:13], predict the reactants needed to synthesize it. The reactants are: C(O)(C)(C)C.CC(C)([O-])C.[K+].[C:12]([O:16][C:17]([N:19]1[CH2:24][CH2:23][N:22]([C:25]2[N:33]([CH2:34][C:35]#[CH:36])[C:32]3[C:31](=[O:37])[N:30]([CH3:38])[C:29](=[O:39])[N:28]([CH3:40])[C:27]=3[N:26]=2)[CH2:21][CH2:20]1)=[O:18])([CH3:15])([CH3:14])[CH3:13].[Cl-].[NH4+]. (6) The reactants are: C([N:8]1[CH2:13][CH2:12][O:11][CH:10]([CH2:14][C:15]2[CH:20]=[CH:19][C:18]([F:21])=[C:17]([CH3:22])[CH:16]=2)[CH2:9]1)C1C=CC=CC=1.C(N1CCO[C@H](CC2C=CC=C(C=CC3C=NC=CC=3)C=2)C1)(OC(C)(C)C)=O.ClC(OC(Cl)C)=O. Given the product [F:21][C:18]1[CH:19]=[CH:20][C:15]([CH2:14][CH:10]2[O:11][CH2:12][CH2:13][NH:8][CH2:9]2)=[CH:16][C:17]=1[CH3:22], predict the reactants needed to synthesize it.